From a dataset of Catalyst prediction with 721,799 reactions and 888 catalyst types from USPTO. Predict which catalyst facilitates the given reaction. (1) Reactant: [C:1]([O:5][C:6](=[O:32])[NH:7][C@@H:8]1[C:14](=[O:15])[N:13]([CH2:16][C:17]2[C:26]3[C:21](=[CH:22][CH:23]=[CH:24][CH:25]=3)[CH:20]=[CH:19][C:18]=2[CH3:27])[C:12]2[CH:28]=[CH:29][CH:30]=[CH:31][C:11]=2[NH:10][CH2:9]1)([CH3:4])([CH3:3])[CH3:2].[CH3:33][N:34]1[CH2:39][CH2:38][N:37]([CH2:40][C:41](O)=[O:42])[CH2:36][CH2:35]1.O=P(Cl)(Cl)Cl.O. Product: [C:1]([O:5][C:6](=[O:32])[NH:7][C@@H:8]1[C:14](=[O:15])[N:13]([CH2:16][C:17]2[C:26]3[C:21](=[CH:22][CH:23]=[CH:24][CH:25]=3)[CH:20]=[CH:19][C:18]=2[CH3:27])[C:12]2[CH:28]=[CH:29][CH:30]=[CH:31][C:11]=2[N:10]([C:41](=[O:42])[CH2:40][N:37]2[CH2:38][CH2:39][N:34]([CH3:33])[CH2:35][CH2:36]2)[CH2:9]1)([CH3:4])([CH3:2])[CH3:3]. The catalyst class is: 17. (2) Reactant: [Cl:1][CH:2]([CH2:6][CH:7]1[CH2:11][CH2:10][CH2:9][CH2:8]1)[C:3]([OH:5])=[O:4].CCOC(C)=O.[Na+].[Cl-]. Product: [Cl:1][C@H:2]([CH2:6][CH:7]1[CH2:11][CH2:10][CH2:9][CH2:8]1)[C:3]([OH:5])=[O:4]. The catalyst class is: 5. (3) Reactant: CC(OC(/N=N/C(OC(C)C)=O)=O)C.[CH3:15][O:16][C:17]1[CH:22]=[C:21]([N+:23]([O-:25])=[O:24])[CH:20]=[CH:19][C:18]=1[OH:26].[C:27]([S:46][CH2:47][CH2:48]O)([C:40]1[CH:45]=[CH:44][CH:43]=[CH:42][CH:41]=1)([C:34]1[CH:39]=[CH:38][CH:37]=[CH:36][CH:35]=1)[C:28]1[CH:33]=[CH:32][CH:31]=[CH:30][CH:29]=1.C1C=CC(P(C2C=CC=CC=2)C2C=CC=CC=2)=CC=1. Product: [CH3:15][O:16][C:17]1[CH:22]=[C:21]([N+:23]([O-:25])=[O:24])[CH:20]=[CH:19][C:18]=1[O:26][CH2:48][CH2:47][S:46][C:27]([C:34]1[CH:39]=[CH:38][CH:37]=[CH:36][CH:35]=1)([C:28]1[CH:29]=[CH:30][CH:31]=[CH:32][CH:33]=1)[C:40]1[CH:45]=[CH:44][CH:43]=[CH:42][CH:41]=1. The catalyst class is: 49. (4) Reactant: [CH:1]1([C:4]([C:6]2[CH:11]=[CH:10][CH:9]=[C:8]([O:12][CH3:13])[C:7]=2[OH:14])=[O:5])[CH2:3][CH2:2]1.[CH3:15][Mg]Br. Product: [CH:1]1([C:4]([C:6]2[CH:11]=[CH:10][CH:9]=[C:8]([O:12][CH3:13])[C:7]=2[OH:14])([OH:5])[CH3:15])[CH2:2][CH2:3]1. The catalyst class is: 7. (5) Reactant: B.[Na].C(OC(C)C)(C)C.[OH-].[Na+].[F:12][C:13]([F:25])([F:24])[C:14]([OH:23])([C:19]([F:22])([F:21])[F:20])[C:15](OC)=[O:16].Cl. Product: [F:12][C:13]([F:24])([F:25])[C:14]([C:19]([F:20])([F:22])[F:21])([OH:23])[CH2:15][OH:16]. The catalyst class is: 6.